This data is from Forward reaction prediction with 1.9M reactions from USPTO patents (1976-2016). The task is: Predict the product of the given reaction. (1) Given the reactants [N+:1]([CH:4]([CH3:6])[CH3:5])([O-:3])=[O:2].[C:7]([O:11][CH3:12])(=[O:10])[CH:8]=[CH2:9].[F-].[K+], predict the reaction product. The product is: [CH3:5][C:4]([N+:1]([O-:3])=[O:2])([CH3:6])[CH2:9][CH2:8][C:7]([O:11][CH3:12])=[O:10]. (2) Given the reactants [CH2:1]([NH:5][C:6](=[O:18])[N:7]([C:13](=[O:17])[CH2:14][C:15]#[N:16])[CH:8]1[CH2:12][CH2:11][CH2:10][CH2:9]1)[CH2:2][CH2:3][CH3:4].[OH-].[Na+].N1C=CC(=O)N[C:22]1=O.[N:29]([C:32]1[CH:37]=[CH:36][C:35](OC)=CC=1)=[C:30]=[S:31].[C:40]([O:43][CH2:44][CH3:45])(=O)C, predict the reaction product. The product is: [NH2:16][C:15]1[N:5]([CH2:1][CH2:2][CH2:3][CH3:4])[C:6](=[O:18])[N:7]([CH:8]2[CH2:12][CH2:11][CH2:10][CH2:9]2)[C:13](=[O:17])[C:14]=1[C:30](=[S:31])[NH:29][CH2:32][C:37]1[CH:22]=[CH:45][C:44]([O:43][CH3:40])=[CH:35][CH:36]=1. (3) Given the reactants Cl[C:2]1[C:11]([C:12]2[CH:17]=[CH:16][C:15]([F:18])=[CH:14][CH:13]=2)=[N:10][C:9]2[C:4](=[CH:5][CH:6]=[C:7]([C:19]([O:21][CH3:22])=[O:20])[CH:8]=2)[N:3]=1.[N:23]1[CH:28]=[CH:27][CH:26]=[CH:25][C:24]=1[N:29]1[CH2:34][CH2:33][NH:32][CH2:31][CH2:30]1.C(=O)([O-])[O-].[K+].[K+], predict the reaction product. The product is: [F:18][C:15]1[CH:16]=[CH:17][C:12]([C:11]2[C:2]([N:32]3[CH2:33][CH2:34][N:29]([C:24]4[CH:25]=[CH:26][CH:27]=[CH:28][N:23]=4)[CH2:30][CH2:31]3)=[N:3][C:4]3[C:9]([N:10]=2)=[CH:8][C:7]([C:19]([O:21][CH3:22])=[O:20])=[CH:6][CH:5]=3)=[CH:13][CH:14]=1. (4) Given the reactants [F:1][C:2]([F:16])([F:15])[CH2:3][O:4][C:5]1[CH:10]=[C:9](F)[CH:8]=[CH:7][C:6]=1[N+:12]([O-:14])=[O:13].C([O-])([O-])=O.[K+].[K+].[OH:23][CH:24]1[CH2:29][CH2:28][NH:27][CH2:26][CH2:25]1, predict the reaction product. The product is: [N+:12]([C:6]1[CH:7]=[CH:8][C:9]([N:27]2[CH2:28][CH2:29][CH:24]([OH:23])[CH2:25][CH2:26]2)=[CH:10][C:5]=1[O:4][CH2:3][C:2]([F:16])([F:15])[F:1])([O-:14])=[O:13]. (5) Given the reactants Cl.[C:2]([NH2:10])(=[NH:9])[C:3]1[CH:8]=[CH:7][CH:6]=[N:5][CH:4]=1.[Na].[CH3:12][O:13][C:14](=[O:23])[C:15]([CH:18](OC)OC)=[CH:16]O.O, predict the reaction product. The product is: [CH3:12][O:13][C:14]([C:15]1[CH:16]=[N:9][C:2]([C:3]2[CH:4]=[N:5][CH:6]=[CH:7][CH:8]=2)=[N:10][CH:18]=1)=[O:23]. (6) Given the reactants [CH2:1]([N:8]1[CH2:12][CH2:11][C@H:10]([OH:13])[CH2:9]1)[C:2]1[CH:7]=[CH:6][CH:5]=[CH:4][CH:3]=1.[C:14]1([CH3:24])[CH:19]=[CH:18][C:17]([S:20](Cl)(=[O:22])=[O:21])=[CH:16][CH:15]=1, predict the reaction product. The product is: [CH2:1]([N:8]1[CH2:12][CH2:11][C@H:10]([OH:13])[CH2:9]1)[C:2]1[CH:3]=[CH:4][CH:5]=[CH:6][CH:7]=1.[S:20]([C:17]1[CH:18]=[CH:19][C:14]([CH3:24])=[CH:15][CH:16]=1)([O-:13])(=[O:22])=[O:21]. (7) The product is: [C:1]([O:5][C:6]([N:8]1[CH2:9][CH2:10][CH:11]([NH:14][CH2:15][CH2:16][CH3:17])[CH2:12][CH2:13]1)=[O:7])([CH3:4])([CH3:3])[CH3:2]. Given the reactants [C:1]([O:5][C:6]([N:8]1[CH2:13][CH2:12][CH:11]([NH:14][CH2:15][CH3:16])[CH2:10][CH2:9]1)=[O:7])([CH3:4])([CH3:3])[CH3:2].[CH:17](=O)CC, predict the reaction product. (8) The product is: [N:38]1[CH:39]=[CH:40][N:41]=[CH:42][C:37]=1[C@@H:35]1[C@H:6]([C:2]2[S:1][CH:5]=[CH:4][N:3]=2)[NH:7][C@:8]([CH2:16][C:17]2[N:18]=[CH:19][S:20][CH:21]=2)([C:9]([O:11][C:12]([CH3:14])([CH3:15])[CH3:13])=[O:10])[CH2:36]1. Given the reactants [S:1]1[CH:5]=[CH:4][N:3]=[C:2]1[CH:6]=[N:7][CH:8]([CH2:16][C:17]1[N:18]=[CH:19][S:20][CH:21]=1)[C:9]([O:11][C:12]([CH3:15])([CH3:14])[CH3:13])=[O:10].C[C@H](N(C)C)[C@H](O)C1C=CC=CC=1.[CH:35]([C:37]1[CH:42]=[N:41][CH:40]=[CH:39][N:38]=1)=[CH2:36].[Cl-].[NH4+], predict the reaction product.